This data is from Full USPTO retrosynthesis dataset with 1.9M reactions from patents (1976-2016). The task is: Predict the reactants needed to synthesize the given product. (1) Given the product [Cl:19][CH2:11][C:8]1[CH:9]=[CH:10][C:5]2[N:6]([C:2]([CH3:1])=[C:3]([C:13]([F:16])([F:15])[F:14])[N:4]=2)[N:7]=1, predict the reactants needed to synthesize it. The reactants are: [CH3:1][C:2]1[N:6]2[N:7]=[C:8]([CH2:11]O)[CH:9]=[CH:10][C:5]2=[N:4][C:3]=1[C:13]([F:16])([F:15])[F:14].S(Cl)([Cl:19])=O. (2) Given the product [CH:34]([N:1]1[CH2:5][CH2:4][CH:3]([CH2:6][NH:7][C:8]([C:10]2[C:14]3[N:15]=[CH:16][N:17]=[C:18]([C:19]4[C:27]5[O:26][CH2:25][O:24][C:23]=5[CH:22]=[CH:21][C:20]=4[O:28][CH2:29][CH:30]4[CH2:31][CH2:32]4)[C:13]=3[NH:12][CH:11]=2)=[O:9])[CH2:2]1)=[O:35], predict the reactants needed to synthesize it. The reactants are: [NH:1]1[CH2:5][CH2:4][CH:3]([CH2:6][NH:7][C:8]([C:10]2[C:14]3[N:15]=[CH:16][N:17]=[C:18]([C:19]4[C:27]5[O:26][CH2:25][O:24][C:23]=5[CH:22]=[CH:21][C:20]=4[O:28][CH2:29][CH:30]4[CH2:32][CH2:31]4)[C:13]=3[NH:12][CH:11]=2)=[O:9])[CH2:2]1.Cl[C:34](OCC)=[O:35].